From a dataset of Reaction yield outcomes from USPTO patents with 853,638 reactions. Predict the reaction yield, written as a fraction of the theoretical maximum amount of product (1.0 means a 100% yield; for example, 0.34 means a 34% yield). (1) The yield is 0.620. The product is [F:24][C:19]1[CH:20]=[CH:21][CH:22]=[CH:23][C:18]=1[O:17][C:14]1[CH:13]=[CH:12][C:11]([C:10]2[C:3]3[C:4](=[N:5][CH:6]=[N:7][C:2]=3[NH2:1])[N:8]([C@@H:25]3[CH2:30][CH2:29][CH2:28][NH:27][CH2:26]3)[N:9]=2)=[CH:16][CH:15]=1. The reactants are [NH2:1][C:2]1[N:7]=[CH:6][N:5]=[C:4]2[N:8]([C@@H:25]3[CH2:30][CH2:29][CH2:28][N:27](C(OC(C)(C)C)=O)[CH2:26]3)[N:9]=[C:10]([C:11]3[CH:16]=[CH:15][C:14]([O:17][C:18]4[CH:23]=[CH:22][CH:21]=[CH:20][C:19]=4[F:24])=[CH:13][CH:12]=3)[C:3]=12.FC(F)(F)C(O)=O. The catalyst is ClCCl. (2) The reactants are [Cl:1][C:2]1[CH:11]=[C:10]2[C:5]([N:6]=[C:7]([O:21]C)[C:8]([C@@H:12]([NH:14][S@](C(C)(C)C)=O)[CH3:13])=[N:9]2)=[CH:4][CH:3]=1.I[Si](C)(C)C.C(O)(C(F)(F)F)=O. The yield is 0.790. The product is [NH2:14][C@H:12]([C:8]1[C:7](=[O:21])[NH:6][C:5]2[C:10]([N:9]=1)=[CH:11][C:2]([Cl:1])=[CH:3][CH:4]=2)[CH3:13]. The catalyst is CC#N. (3) The reactants are [CH3:1][NH:2][C@H:3]([C:13]([NH:15][C@H:16]([C:21]([N:23]([C@@H:25]([CH:35]([CH3:37])[CH3:36])/[CH:26]=[C:27](/[S:29]([O:32]CC)(=[O:31])=[O:30])\[CH3:28])[CH3:24])=[O:22])[C:17]([CH3:20])([CH3:19])[CH3:18])=[O:14])[C:4]([CH3:12])([CH3:11])[C:5]1[CH:10]=[CH:9][CH:8]=[CH:7][CH:6]=1. The catalyst is CC(C)=O.[I-].C([N+](CCCC)(CCCC)CCCC)CCC. The product is [CH3:1][NH:2][C@H:3]([C:13]([NH:15][C@H:16]([C:21]([N:23]([C@@H:25]([CH:35]([CH3:37])[CH3:36])/[CH:26]=[C:27](/[S:29]([OH:32])(=[O:31])=[O:30])\[CH3:28])[CH3:24])=[O:22])[C:17]([CH3:20])([CH3:19])[CH3:18])=[O:14])[C:4]([CH3:11])([CH3:12])[C:5]1[CH:6]=[CH:7][CH:8]=[CH:9][CH:10]=1.[CH3:1][NH:2][C@H:3]([C:13]([NH:15][C@H:16]([C:21]([N:23]([C@@H:25]([CH:35]([CH3:37])[CH3:36])/[CH:26]=[C:27](\[S:29]([OH:32])(=[O:31])=[O:30])/[CH3:28])[CH3:24])=[O:22])[C:17]([CH3:20])([CH3:19])[CH3:18])=[O:14])[C:4]([CH3:11])([CH3:12])[C:5]1[CH:6]=[CH:7][CH:8]=[CH:9][CH:10]=1. The yield is 0.280. (4) The reactants are [Cl:1][C:2]1[CH:3]=[C:4]([O:15][C:16]2[CH:21]=[CH:20][CH:19]=[CH:18][CH:17]=2)[C:5]([NH:8][C:9]2[S:10][CH:11]=[C:12]([CH3:14])[N:13]=2)=[N:6][CH:7]=1.[C:22]1(B(O)O)[CH:27]=[CH:26][CH:25]=[CH:24][CH:23]=1.C([O-])([O-])=O.[Na+].[Na+]. The catalyst is COCCOC.C1C=CC([P]([Pd]([P](C2C=CC=CC=2)(C2C=CC=CC=2)C2C=CC=CC=2)([P](C2C=CC=CC=2)(C2C=CC=CC=2)C2C=CC=CC=2)[P](C2C=CC=CC=2)(C2C=CC=CC=2)C2C=CC=CC=2)(C2C=CC=CC=2)C2C=CC=CC=2)=CC=1. The product is [ClH:1].[CH3:14][C:12]1[N:13]=[C:9]([NH:8][C:5]2[C:4]([O:15][C:16]3[CH:21]=[CH:20][CH:19]=[CH:18][CH:17]=3)=[CH:3][C:2]([C:22]3[CH:27]=[CH:26][CH:25]=[CH:24][CH:23]=3)=[CH:7][N:6]=2)[S:10][CH:11]=1. The yield is 0.0717. (5) The reactants are [F:1][C:2]([F:19])([F:18])[C:3](=O)[CH2:4][C:5]([C:7]1[CH:12]=[CH:11][CH:10]=[C:9]([C:13]([F:16])([F:15])[F:14])[CH:8]=1)=O.[NH2:20][C:21]1[CH:25]=[CH:24][NH:23][N:22]=1. The catalyst is C(O)(=O)C. The product is [F:14][C:13]([F:16])([F:15])[C:9]1[CH:8]=[C:7]([C:5]2[CH:4]=[C:3]([C:2]([F:19])([F:18])[F:1])[N:22]3[N:23]=[CH:24][CH:25]=[C:21]3[N:20]=2)[CH:12]=[CH:11][CH:10]=1. The yield is 0.950. (6) The yield is 0.600. The reactants are [NH2:1][C:2]1[CH:7]=[CH:6][CH:5]=[CH:4][N:3]=1.[C:8](O[C:8]([O:10][C:11]([CH3:14])([CH3:13])[CH3:12])=[O:9])([O:10][C:11]([CH3:14])([CH3:13])[CH3:12])=[O:9]. The catalyst is O1CCCC1. The product is [N:3]1[CH:4]=[CH:5][CH:6]=[CH:7][C:2]=1[NH:1][C:8](=[O:9])[O:10][C:11]([CH3:14])([CH3:13])[CH3:12]. (7) The reactants are [NH:1]1[C:9]2[C:4](=[CH:5][CH:6]=[C:7]([CH:10]=[O:11])[CH:8]=2)[CH:3]=[CH:2]1.[H-].[Na+].Br[CH2:15][CH2:16][CH2:17][C:18]([F:21])([F:20])[F:19].O. The catalyst is CN(C=O)C. The product is [F:19][C:18]([F:21])([F:20])[CH2:17][CH2:16][CH2:15][N:1]1[C:9]2[C:4](=[CH:5][CH:6]=[C:7]([CH:10]=[O:11])[CH:8]=2)[CH:3]=[CH:2]1. The yield is 0.760. (8) The reactants are C([O:5][NH:6][C:7]([C:9]1[CH:14]=[N:13][C:12]([NH:15][C:16](=[O:35])[C@@H:17]([C:24]2[CH:29]=[CH:28][C:27]([S:30]([CH3:33])(=[O:32])=[O:31])=[C:26]([Cl:34])[CH:25]=2)[CH2:18][CH:19]2[CH2:23][CH2:22][CH2:21][CH2:20]2)=[CH:11][N:10]=1)=[O:8])(C)(C)C.[F:36][C:37]([F:42])([F:41])[C:38]([OH:40])=[O:39]. The catalyst is C(Cl)Cl. The product is [F:36][C:37]([F:42])([F:41])[C:38]([OH:40])=[O:39].[OH2:5].[F:36][C:37]([F:42])([F:41])[C:38]([OH:40])=[O:39].[OH:5][NH:6][C:7]([C:9]1[CH:14]=[N:13][C:12]([NH:15][C:16](=[O:35])[C@@H:17]([C:24]2[CH:29]=[CH:28][C:27]([S:30]([CH3:33])(=[O:31])=[O:32])=[C:26]([Cl:34])[CH:25]=2)[CH2:18][CH:19]2[CH2:23][CH2:22][CH2:21][CH2:20]2)=[CH:11][N:10]=1)=[O:8]. The yield is 0.00100. (9) The reactants are [CH2:1]([O:8][C:9]1[C:10]([CH3:17])=[N:11][CH:12]=[C:13](Br)[C:14]=1[OH:15])[C:2]1[CH:7]=[CH:6][CH:5]=[CH:4][CH:3]=1.C1(P(C2C=CC=CC=2)CCCP(C2C=CC=CC=2)C2C=CC=CC=2)C=CC=CC=1.C(N(CC)CC)C.[C]=O.[Cl-].[NH4+].[C:58]([O:61][CH2:62]C)(=[O:60])C. The catalyst is CN(C)C=O.C([O-])(=O)C.[Pd+2].C([O-])(=O)C.O.CO. The product is [CH3:62][O:61][C:58](=[O:60])[C:13]1[C:14]([OH:15])=[C:9]([O:8][CH2:1][C:2]2[CH:7]=[CH:6][CH:5]=[CH:4][CH:3]=2)[C:10]([CH3:17])=[N:11][CH:12]=1. The yield is 0.550.